Dataset: Peptide-MHC class I binding affinity with 185,985 pairs from IEDB/IMGT. Task: Regression. Given a peptide amino acid sequence and an MHC pseudo amino acid sequence, predict their binding affinity value. This is MHC class I binding data. (1) The peptide sequence is RPRLHSISF. The MHC is HLA-B38:01 with pseudo-sequence HLA-B38:01. The binding affinity (normalized) is 0.0847. (2) The peptide sequence is VMGVIGFGF. The MHC is HLA-A03:01 with pseudo-sequence HLA-A03:01. The binding affinity (normalized) is 0.0847. (3) The peptide sequence is LTDNDDILM. The MHC is HLA-A01:01 with pseudo-sequence HLA-A01:01. The binding affinity (normalized) is 0.717. (4) The peptide sequence is TMRIYCSLFK. The MHC is HLA-A31:01 with pseudo-sequence HLA-A31:01. The binding affinity (normalized) is 0.947. (5) The peptide sequence is FTENGPWMY. The MHC is HLA-A69:01 with pseudo-sequence HLA-A69:01. The binding affinity (normalized) is 0.0847.